From a dataset of Catalyst prediction with 721,799 reactions and 888 catalyst types from USPTO. Predict which catalyst facilitates the given reaction. (1) Reactant: F[C:2]1[CH:9]=[C:8]([C:10]2[CH:15]=[C:14]([N:16]3[CH2:20][CH2:19][CH2:18][C@H:17]3[C:21]([F:24])([F:23])[F:22])[N:13]=[C:12]([NH:25][CH3:26])[N:11]=2)[CH:7]=[CH:6][C:3]=1[C:4]#[N:5].O.[NH2:28][NH2:29]. Product: [CH3:26][NH:25][C:12]1[N:11]=[C:10]([C:8]2[CH:9]=[C:2]3[C:3]([C:4]([NH2:5])=[N:28][NH:29]3)=[CH:6][CH:7]=2)[CH:15]=[C:14]([N:16]2[CH2:20][CH2:19][CH2:18][C@H:17]2[C:21]([F:24])([F:22])[F:23])[N:13]=1. The catalyst class is: 8. (2) Reactant: OC(C(F)(F)F)=O.[NH:8]1[CH2:11][CH:10]([CH2:12][N:13]([C@@H:20]2[CH2:22][C@H:21]2[C:23]2[CH:28]=[CH:27][CH:26]=[CH:25][CH:24]=2)C(=O)C(F)(F)F)[CH2:9]1.[CH3:29][N:30]1[CH2:35][CH2:34][C:33](=O)[CH2:32][CH2:31]1.C(O)(=O)C.[BH-](OC(C)=O)(OC(C)=O)OC(C)=O.[Na+].[OH-].[Na+]. Product: [CH3:29][N:30]1[CH2:35][CH2:34][CH:33]([N:8]2[CH2:9][CH:10]([CH2:12][NH:13][C@@H:20]3[CH2:22][C@H:21]3[C:23]3[CH:24]=[CH:25][CH:26]=[CH:27][CH:28]=3)[CH2:11]2)[CH2:32][CH2:31]1. The catalyst class is: 278.